The task is: Regression. Given a peptide amino acid sequence and an MHC pseudo amino acid sequence, predict their binding affinity value. This is MHC class I binding data.. This data is from Peptide-MHC class I binding affinity with 185,985 pairs from IEDB/IMGT. (1) The peptide sequence is LVGNTLTTC. The MHC is HLA-B51:01 with pseudo-sequence HLA-B51:01. The binding affinity (normalized) is 0.0847. (2) The peptide sequence is MEFWLVAAL. The MHC is HLA-B39:01 with pseudo-sequence HLA-B39:01. The binding affinity (normalized) is 0.851. (3) The peptide sequence is VSTPPLVRL. The MHC is Mamu-A01 with pseudo-sequence Mamu-A01. The binding affinity (normalized) is 0.752. (4) The peptide sequence is CNRNNTNDYV. The MHC is H-2-Db with pseudo-sequence H-2-Db. The binding affinity (normalized) is 0. (5) The peptide sequence is HVTGRWNWW. The MHC is HLA-A69:01 with pseudo-sequence HLA-A69:01. The binding affinity (normalized) is 0.0847. (6) The peptide sequence is LRGKWQRRYR. The MHC is HLA-B51:01 with pseudo-sequence HLA-B51:01. The binding affinity (normalized) is 0. (7) The peptide sequence is TTVITPMLR. The MHC is HLA-A68:01 with pseudo-sequence HLA-A68:01. The binding affinity (normalized) is 0.772. (8) The peptide sequence is KVSILHPIS. The MHC is HLA-A30:01 with pseudo-sequence HLA-A30:01. The binding affinity (normalized) is 0.779. (9) The peptide sequence is FVVNGHTCM. The MHC is HLA-A02:03 with pseudo-sequence HLA-A02:03. The binding affinity (normalized) is 0.197. (10) The peptide sequence is YLHRDIFDI. The MHC is HLA-B44:02 with pseudo-sequence HLA-B44:02. The binding affinity (normalized) is 0.0847.